This data is from Full USPTO retrosynthesis dataset with 1.9M reactions from patents (1976-2016). The task is: Predict the reactants needed to synthesize the given product. (1) Given the product [Cl:1][C:2]1[CH:7]=[CH:6][C:5]([NH:8][C:9]([NH:11][C:12]2[CH:17]=[CH:16][C:15]([CH2:18][NH:19][C:20]3[C:29]4[C:24](=[CH:25][CH:26]=[C:27]([CH3:30])[CH:28]=4)[N:23]=[C:22]([N:34]([CH3:35])[CH3:33])[N:21]=3)=[CH:14][CH:13]=2)=[O:10])=[CH:4][CH:3]=1, predict the reactants needed to synthesize it. The reactants are: [Cl:1][C:2]1[CH:7]=[CH:6][C:5]([NH:8][C:9]([NH:11][C:12]2[CH:17]=[CH:16][C:15]([CH2:18][NH:19][C:20]3[C:29]4[C:24](=[CH:25][CH:26]=[C:27]([CH3:30])[CH:28]=4)[N:23]=[C:22](Cl)[N:21]=3)=[CH:14][CH:13]=2)=[O:10])=[CH:4][CH:3]=1.Cl.[CH3:33][NH:34][CH3:35]. (2) Given the product [Cl:1][C:2]1[CH:3]=[CH:4][C:5]([C:8]2[N:9]=[C:10]3[CH:15]=[CH:14][C:13]([C:16]4[CH:17]=[CH:18][CH:19]=[CH:20][CH:21]=4)=[CH:12][N:11]3[C:22]=2[CH2:23][N:24]2[CH2:29][CH2:28][N:27]([C:40]([CH:37]3[CH2:39][CH2:38]3)=[O:41])[CH2:26][CH2:25]2)=[CH:6][CH:7]=1, predict the reactants needed to synthesize it. The reactants are: [Cl:1][C:2]1[CH:7]=[CH:6][C:5]([C:8]2[N:9]=[C:10]3[CH:15]=[CH:14][C:13]([C:16]4[CH:21]=[CH:20][CH:19]=[CH:18][CH:17]=4)=[CH:12][N:11]3[C:22]=2[CH2:23][N:24]2[CH2:29][CH2:28][NH:27][CH2:26][CH2:25]2)=[CH:4][CH:3]=1.CCN(CC)CC.[CH:37]1([C:40](Cl)=[O:41])[CH2:39][CH2:38]1. (3) Given the product [Br:18][C:19]1[CH:20]=[C:21]([O:26][C:27]2[C:32]([F:33])=[C:31]([CH:4]([C:5]([O:7][C:8]([CH3:9])([CH3:10])[CH3:11])=[O:6])[C:3]([O:13][C:14]([CH3:17])([CH3:16])[CH3:15])=[O:12])[CH:30]=[CH:29][C:28]=2[N+:35]([O-:37])=[O:36])[CH:22]=[C:23]([Cl:25])[CH:24]=1, predict the reactants needed to synthesize it. The reactants are: [H-].[Na+].[C:3]([O:13][C:14]([CH3:17])([CH3:16])[CH3:15])(=[O:12])[CH2:4][C:5]([O:7][C:8]([CH3:11])([CH3:10])[CH3:9])=[O:6].[Br:18][C:19]1[CH:20]=[C:21]([O:26][C:27]2[C:32]([F:33])=[C:31](F)[CH:30]=[CH:29][C:28]=2[N+:35]([O-:37])=[O:36])[CH:22]=[C:23]([Cl:25])[CH:24]=1.OS([O-])(=O)=O.[Na+]. (4) Given the product [CH:57]1([CH2:63][C@H:64]([N:73]2[CH2:81][C:80]3[C:75](=[CH:76][CH:77]=[CH:78][C:79]=3[F:48])[C:74]2=[O:82])[C:65]([NH:67][C:68]2[S:69][CH:70]=[CH:71][N:72]=2)=[O:66])[CH2:62][CH2:61][CH2:60][CH2:59][CH2:58]1.[CH:28]1([CH2:34][C@H:35]([N:39]2[CH2:47][C:46]3[C:41](=[C:42]([F:48])[CH:43]=[CH:44][CH:45]=3)[C:40]2=[O:49])[C:36]([NH:67][C:68]2[S:69][CH:70]=[CH:71][N:72]=2)=[O:38])[CH2:29][CH2:30][CH2:31][CH2:32][CH2:33]1, predict the reactants needed to synthesize it. The reactants are: F[P-](F)(F)(F)(F)F.N1(O[P+](N(C)C)(N(C)C)N(C)C)C2C=CC=CC=2N=N1.[CH:28]1([CH2:34][C@H:35]([N:39]2[CH2:47][C:46]3[C:41](=[C:42]([F:48])[CH:43]=[CH:44][CH:45]=3)[C:40]2=[O:49])[C:36]([OH:38])=O)[CH2:33][CH2:32][CH2:31][CH2:30][CH2:29]1.NC1C=NC=CN=1.[CH:57]1([CH2:63][C@H:64]([N:73]2[CH2:81][C:80]3[C:75](=[CH:76][CH:77]=[CH:78][CH:79]=3)[C:74]2=[O:82])[C:65]([NH:67][C:68]2[S:69][CH:70]=[CH:71][N:72]=2)=[O:66])[CH2:62][CH2:61][CH2:60][CH2:59][CH2:58]1. (5) The reactants are: N1CC[C@H]1C(O)=O.[C:8]([C@H:11]([C@@H:13]([C:15]([O-:17])=[O:16])[OH:14])[OH:12])([O-:10])=[O:9].[OH-].[K+:19]. Given the product [C:8]([CH:11]([CH:13]([C:15]([O-:17])=[O:16])[OH:14])[OH:12])([OH:10])=[O:9].[K+:19], predict the reactants needed to synthesize it. (6) Given the product [CH:1]([N:14]1[C:22]2[C:17](=[CH:18][C:19]([Cl:23])=[CH:20][CH:21]=2)[C:16]([CH2:24][CH2:25][S:26]([C:29]2[CH:38]=[CH:37][C:32]([C:33]([OH:35])=[O:34])=[CH:31][CH:30]=2)(=[O:28])=[O:27])=[C:15]1[CH2:39][CH2:40][NH:41][S:42]([CH2:45][C:46]1[CH:51]=[CH:50][CH:49]=[CH:48][C:47]=1[F:52])(=[O:43])=[O:44])([C:2]1[CH:3]=[CH:4][CH:5]=[CH:6][CH:7]=1)[C:8]1[CH:13]=[CH:12][CH:11]=[CH:10][CH:9]=1, predict the reactants needed to synthesize it. The reactants are: [CH:1]([N:14]1[C:22]2[C:17](=[CH:18][C:19]([Cl:23])=[CH:20][CH:21]=2)[C:16]([CH2:24][CH2:25][S:26]([C:29]2[CH:38]=[CH:37][C:32]([C:33]([O:35]C)=[O:34])=[CH:31][CH:30]=2)(=[O:28])=[O:27])=[C:15]1[CH2:39][CH2:40][NH:41][S:42]([CH2:45][C:46]1[CH:51]=[CH:50][CH:49]=[CH:48][C:47]=1[F:52])(=[O:44])=[O:43])([C:8]1[CH:13]=[CH:12][CH:11]=[CH:10][CH:9]=1)[C:2]1[CH:7]=[CH:6][CH:5]=[CH:4][CH:3]=1.C1COCC1.[OH-].[Na+]. (7) Given the product [Cl:12][C:10]1[CH:9]=[C:8]([C:13]#[N:14])[C:3]([C:4]([O:6][CH3:7])=[O:5])=[C:2]([NH:29][C:28]2[CH:30]=[CH:31][CH:32]=[C:26]([S:25][CH3:24])[CH:27]=2)[N:11]=1, predict the reactants needed to synthesize it. The reactants are: Cl[C:2]1[N:11]=[C:10]([Cl:12])[CH:9]=[C:8]([C:13]#[N:14])[C:3]=1[C:4]([O:6][CH3:7])=[O:5].CCN(C(C)C)C(C)C.[CH3:24][S:25][C:26]1[CH:27]=[C:28]([CH:30]=[CH:31][CH:32]=1)[NH2:29].C([O-])(O)=O.[Na+].